Dataset: hERG potassium channel inhibition data for cardiac toxicity prediction from Karim et al.. Task: Regression/Classification. Given a drug SMILES string, predict its toxicity properties. Task type varies by dataset: regression for continuous values (e.g., LD50, hERG inhibition percentage) or binary classification for toxic/non-toxic outcomes (e.g., AMES mutagenicity, cardiotoxicity, hepatotoxicity). Dataset: herg_karim. (1) The compound is O=c1ccc2ncc(F)c3c2n1C[C@@]3(O)CC12CCC(NCc3cc4c(c(Cl)c3Cl)OCCO4)(CC1)CO2. The result is 0 (non-blocker). (2) The compound is N#Cc1ccc(CN2CC3CN(CCNS(=O)(=O)c4ccc(F)cc4)CC(C2)O3)cc1. The result is 0 (non-blocker). (3) The drug is N#Cc1ccc(Cn2cncc2C[NH2+][C@@H]2CCN(C(=O)c3cncc(Br)c3)C2=O)cc1. The result is 1 (blocker).